Task: Predict hERG channel inhibition at various concentrations.. Dataset: hERG Central: cardiac toxicity at 1µM, 10µM, and general inhibition The drug is O=C(CN1CCN(Cc2ccc(Cl)cc2)C1=O)NCc1cccs1. Results: hERG_inhib (hERG inhibition (general)): blocker.